This data is from Catalyst prediction with 721,799 reactions and 888 catalyst types from USPTO. The task is: Predict which catalyst facilitates the given reaction. (1) Reactant: [CH2:1](O)C(O)C.[CH2:6]([O:8][CH2:9][CH3:10])[CH3:7].CC(OI1(OC(C)=O)(OC(C)=O)OC(=O)C2C=CC=CC1=2)=O.[NH2:33][C:34]1[N:42]=[CH:41][C:40]([Cl:43])=[CH:39][C:35]=1[C:36]([OH:38])=[O:37].C(O)(=O)C.C(O[BH-](OC(=O)C)OC(=O)C)(=O)C.[Na+]. Product: [Cl:43][C:40]1[CH:41]=[N:42][C:34]([NH:33][CH2:1][CH2:7][CH2:6][O:8][CH2:9][CH3:10])=[C:35]([CH:39]=1)[C:36]([OH:38])=[O:37]. The catalyst class is: 26. (2) Reactant: [F:1][C:2]1([F:13])[O:6][C:5]2[CH:7]=[CH:8][C:9]([CH:11]=[O:12])=[CH:10][C:4]=2[O:3]1.O. Product: [F:13][C:2]1([F:1])[O:6][C:5]2[CH:7]=[CH:8][C:9]([CH2:11][OH:12])=[CH:10][C:4]=2[O:3]1. The catalyst class is: 1.